From a dataset of Peptide-MHC class II binding affinity with 134,281 pairs from IEDB. Regression. Given a peptide amino acid sequence and an MHC pseudo amino acid sequence, predict their binding affinity value. This is MHC class II binding data. The peptide sequence is LCSDKQPCNGVTMND. The MHC is HLA-DQA10501-DQB10201 with pseudo-sequence HLA-DQA10501-DQB10201. The binding affinity (normalized) is 0.119.